The task is: Predict the product of the given reaction.. This data is from Forward reaction prediction with 1.9M reactions from USPTO patents (1976-2016). (1) Given the reactants [Br:1][C:2]1[CH:3]=[N:4][C:5](Cl)=[N:6][CH:7]=1.CCN(C(C)C)C(C)C.[NH:18]1[CH2:23][CH2:22][NH:21][CH2:20][C:19]1=[O:24], predict the reaction product. The product is: [Br:1][C:2]1[CH:3]=[N:4][C:5]([N:21]2[CH2:22][CH2:23][NH:18][C:19](=[O:24])[CH2:20]2)=[N:6][CH:7]=1. (2) Given the reactants [CH:1]1([NH2:7])[CH2:6][CH2:5][CH2:4][CH2:3][CH2:2]1.C(OC([NH:15][CH2:16][C:17]1[CH:18]=[CH:19][C:20]([C:23]([O-])=[O:24])=[N:21][CH:22]=1)=O)(C)(C)C.[Li+].CCN(C(C)C)C(C)C, predict the reaction product. The product is: [CH:1]1([NH:7][C:23]([C:20]2[CH:19]=[CH:18][C:17]([CH2:16][NH2:15])=[CH:22][N:21]=2)=[O:24])[CH2:6][CH2:5][CH2:4][CH2:3][CH2:2]1. (3) Given the reactants C([N:4]1[CH2:8][CH2:7][N:6]([C:9]2[C:17]3[C:12](=[CH:13][N:14]=[C:15](Br)[CH:16]=3)[N:11]([CH:19]3[CH2:24][CH2:23][CH2:22][CH2:21][O:20]3)[N:10]=2)[C:5]1=[O:25])(=O)C.[N:26]1[CH:31]=[CH:30][CH:29]=[C:28](B2OC(C)(C)C(C)(C)O2)[CH:27]=1.C(#N)C.C([O-])(=O)C.[K+], predict the reaction product. The product is: [N:26]1[CH:31]=[CH:30][CH:29]=[C:28]([C:15]2[CH:16]=[C:17]3[C:9]([N:6]4[CH2:7][CH2:8][NH:4][C:5]4=[O:25])=[N:10][N:11]([CH:19]4[CH2:24][CH2:23][CH2:22][CH2:21][O:20]4)[C:12]3=[CH:13][N:14]=2)[CH:27]=1. (4) Given the reactants [F:1][C:2]1[C:3]([F:13])=[C:4]([F:12])[C:5]2[S:9][C:8]([NH2:10])=[N:7][C:6]=2[CH:11]=1.[F:14][C:15]1[CH:23]=[CH:22][C:18]([C:19](Cl)=[O:20])=[CH:17][C:16]=1[C:24]([F:27])([F:26])[F:25].Br[CH:29]([CH2:34][CH3:35])[C:30]([O:32]C)=[O:31].COC1C=CC2N=C(N)SC=2C=1.ClC1C=C(C=CC=1)C(Cl)=O.BrCC(OCC)=O, predict the reaction product. The product is: [F:1][C:2]1[C:3]([F:13])=[C:4]([F:12])[C:5]2[S:9][C:8](=[N:10][C:19](=[O:20])[C:18]3[CH:22]=[CH:23][C:15]([F:14])=[C:16]([C:24]([F:27])([F:26])[F:25])[CH:17]=3)[N:7]([CH:29]([CH2:34][CH3:35])[C:30]([OH:32])=[O:31])[C:6]=2[CH:11]=1.